This data is from HIV replication inhibition screening data with 41,000+ compounds from the AIDS Antiviral Screen. The task is: Binary Classification. Given a drug SMILES string, predict its activity (active/inactive) in a high-throughput screening assay against a specified biological target. (1) The drug is CNc1ccccc1S(=O)(=O)c1ccccc1[N+](=O)[O-]. The result is 1 (active). (2) The compound is O=c1oc2ccccc2c2nc3ccccc3cc12. The result is 0 (inactive). (3) The compound is COc1ccc(C=C2C(=O)N(C(=O)c3ccc(Cl)cc3)N=C2C)cc1OC. The result is 0 (inactive). (4) The drug is CC1=NN(C(=O)c2ccc(O)cc2)C(=O)C1N=Nc1ccccc1C(=O)O. The result is 0 (inactive).